This data is from Forward reaction prediction with 1.9M reactions from USPTO patents (1976-2016). The task is: Predict the product of the given reaction. (1) Given the reactants Cl[C:2]1[CH:35]=C[CH:33]=[CH:32][C:3]=1[CH2:4][O:5][CH2:6][CH2:7][N:8]([C@H:25]1[CH2:30][CH2:29][C@H:28]([CH3:31])[CH2:27][CH2:26]1)[C:9](=[O:24])[NH:10][C:11]1[S:12][C:13]([S:16]CC(C)(C)C(O)=O)=[CH:14][N:15]=1.Br.BrCC1C=C[N:42]=CC=1.C([O:47][C:48](=[O:57])[CH2:49]SC1SC(N)=NC=1)C, predict the reaction product. The product is: [CH3:31][C@H:28]1[CH2:29][CH2:30][C@H:25]([N:8]([CH2:7][CH2:6][O:5][CH2:4][C:3]2[CH:2]=[CH:35][N:42]=[CH:33][CH:32]=2)[C:9](=[O:24])[NH:10][C:11]2[S:12][C:13]([S:16][CH2:49][C:48]([OH:57])=[O:47])=[CH:14][N:15]=2)[CH2:26][CH2:27]1. (2) Given the reactants IC#N.[C:4]([OH:23])(=[O:22])[CH2:5][CH2:6][CH2:7][CH2:8]/[CH:9]=[CH:10]\[CH2:11]/[CH:12]=[CH:13]\[CH2:14]/[CH:15]=[CH:16]\[CH2:17][CH2:18][CH2:19][CH2:20][CH3:21].[C:24](O)(=O)[CH2:25]CCCCCC/C=C\C/C=C\C/C=C\CC, predict the reaction product. The product is: [C:4]([OH:23])(=[O:22])[CH2:5][CH2:6][CH2:7]/[CH:8]=[CH:9]\[CH2:10]/[CH:11]=[CH:12]\[CH2:13]/[CH:14]=[CH:15]\[CH2:16]/[CH:17]=[CH:18]\[CH2:19][CH2:20][CH2:21][CH2:24][CH3:25].